This data is from Full USPTO retrosynthesis dataset with 1.9M reactions from patents (1976-2016). The task is: Predict the reactants needed to synthesize the given product. Given the product [OH:39]/[N:38]=[C:25](/[C:23]1[N:22]=[CH:21][N:20]([C:1]([C:2]2[CH:7]=[CH:6][CH:5]=[CH:4][CH:3]=2)([C:8]2[CH:9]=[CH:10][CH:11]=[CH:12][CH:13]=2)[C:14]2[CH:19]=[CH:18][CH:17]=[CH:16][CH:15]=2)[CH:24]=1)\[NH2:26], predict the reactants needed to synthesize it. The reactants are: [C:1]([N:20]1[CH:24]=[C:23]([C:25]#[N:26])[N:22]=[CH:21]1)([C:14]1[CH:19]=[CH:18][CH:17]=[CH:16][CH:15]=1)([C:8]1[CH:13]=[CH:12][CH:11]=[CH:10][CH:9]=1)[C:2]1[CH:7]=[CH:6][CH:5]=[CH:4][CH:3]=1.C(O)C.C(N(CC)CC)C.Cl.[NH2:38][OH:39].